Dataset: Forward reaction prediction with 1.9M reactions from USPTO patents (1976-2016). Task: Predict the product of the given reaction. Given the reactants Br[C:2]1[CH:17]=[N:16][C:5]2=[C:6]([N:10]3[CH2:15][CH2:14][O:13][CH2:12][CH2:11]3)[N:7]=[N:8][CH:9]=[C:4]2[CH:3]=1.[CH:18]1([NH:21][C:22](=[O:39])[C:23]2[CH:28]=[CH:27][C:26]([CH3:29])=[C:25](B3OC(C)(C)C(C)(C)O3)[CH:24]=2)[CH2:20][CH2:19]1.C(=O)([O-])[O-].[Na+].[Na+].O, predict the reaction product. The product is: [CH:18]1([NH:21][C:22](=[O:39])[C:23]2[CH:28]=[CH:27][C:26]([CH3:29])=[C:25]([C:2]3[CH:17]=[N:16][C:5]4=[C:6]([N:10]5[CH2:15][CH2:14][O:13][CH2:12][CH2:11]5)[N:7]=[N:8][CH:9]=[C:4]4[CH:3]=3)[CH:24]=2)[CH2:19][CH2:20]1.